From a dataset of Full USPTO retrosynthesis dataset with 1.9M reactions from patents (1976-2016). Predict the reactants needed to synthesize the given product. Given the product [CH2:1]([O:8][C:9]1[C:10]([F:23])=[C:11]([C:16]2[N:17]=[CH:18][C:19]([NH2:22])=[N:20][CH:21]=2)[CH:12]=[CH:13][C:14]=1[CH:50]1[CH2:51][CH2:52][CH2:47]1)[C:2]1[CH:7]=[CH:6][CH:5]=[CH:4][CH:3]=1, predict the reactants needed to synthesize it. The reactants are: [CH2:1]([O:8][C:9]1[C:10]([F:23])=[C:11]([C:16]2[N:17]=[CH:18][C:19]([NH2:22])=[N:20][CH:21]=2)[CH:12]=[CH:13][C:14]=1Cl)[C:2]1[CH:7]=[CH:6][CH:5]=[CH:4][CH:3]=1.[CH:51]1(P([CH:47]2[CH2:52][CH2:51][CH2:50]CC2)C2C=CC=CC=2C2C(OC)=CC=CC=2OC)[CH2:50]CC[CH2:47][CH2:52]1.[Br-].C1([Zn+])CCC1.